From a dataset of Full USPTO retrosynthesis dataset with 1.9M reactions from patents (1976-2016). Predict the reactants needed to synthesize the given product. (1) Given the product [F:1][CH:2]([F:29])[C:3]([N:5]1[C@H:9]([CH2:10][F:11])[C@@H:8]([C:12]2[CH:13]=[CH:14][C:15]([C:31]3[CH:36]=[N:35][C:34]([CH2:37][S:38]([CH3:41])(=[O:39])=[O:40])=[CH:33][CH:32]=3)=[CH:16][CH:17]=2)[O:7][C:6]1([CH3:28])[CH3:27])=[O:4], predict the reactants needed to synthesize it. The reactants are: [F:1][CH:2]([F:29])[C:3]([N:5]1[C@H:9]([CH2:10][F:11])[C@@H:8]([C:12]2[CH:17]=[CH:16][C:15](B3OC(C)(C)C(C)(C)O3)=[CH:14][CH:13]=2)[O:7][C:6]1([CH3:28])[CH3:27])=[O:4].Br[C:31]1[CH:32]=[CH:33][C:34]([CH2:37][S:38]([CH3:41])(=[O:40])=[O:39])=[N:35][CH:36]=1.C(=O)(O)[O-].[Na+]. (2) Given the product [N:9]1[CH:10]=[CH:11][C:6]([C:5]2[N:12]=[C:22]([C@@H:19]3[CH2:20][CH2:21][C@H:17]([CH2:15][OH:14])[CH2:18]3)[O:3][N:4]=2)=[CH:7][CH:8]=1, predict the reactants needed to synthesize it. The reactants are: [H-].[Na+].[OH:3][NH:4][C:5](=[NH:12])[C:6]1[CH:11]=[CH:10][N:9]=[CH:8][CH:7]=1.C[O:14][C:15]([C@H:17]1[CH2:21][CH2:20][C@@H:19]([CH2:22]O)[CH2:18]1)=O.